From a dataset of hERG potassium channel inhibition data for cardiac toxicity prediction from Karim et al.. Regression/Classification. Given a drug SMILES string, predict its toxicity properties. Task type varies by dataset: regression for continuous values (e.g., LD50, hERG inhibition percentage) or binary classification for toxic/non-toxic outcomes (e.g., AMES mutagenicity, cardiotoxicity, hepatotoxicity). Dataset: herg_karim. (1) The compound is Cc1cc(C)nc(Nc2cc(N[C@@H]3CS(=O)(=O)CC[C@@H]3N)cnc2C(N)=O)c1. The result is 0 (non-blocker). (2) The compound is CN1CCN(c2ccc3nc(-c4ccc(CN5CCC(c6nnc(-c7ccccn7)[nH]6)CC5)cc4)c(-c4ccccc4)nc3n2)CC1. The result is 1 (blocker). (3) The compound is CCOC(=O)c1ccc([C@]2(c3cnn(C)c3)N[C@@H](c3nc(-c4ccc(F)cc4)c[nH]3)Cc3c2[nH]c2ccccc32)nc1. The result is 1 (blocker). (4) The drug is O=C(NCc1ccc(OCCC(F)(F)F)nc1)C1c2ccccc2C(=O)N1CCc1ccccn1. The result is 0 (non-blocker).